Task: Regression. Given a peptide amino acid sequence and an MHC pseudo amino acid sequence, predict their binding affinity value. This is MHC class I binding data.. Dataset: Peptide-MHC class I binding affinity with 185,985 pairs from IEDB/IMGT (1) The peptide sequence is LVDENQSWY. The MHC is HLA-A25:01 with pseudo-sequence HLA-A25:01. The binding affinity (normalized) is 0.0847. (2) The peptide sequence is WRQEIGHPK. The MHC is HLA-B08:02 with pseudo-sequence HLA-B08:02. The binding affinity (normalized) is 0.0847. (3) The peptide sequence is SITAAKLDYW. The MHC is Mamu-B17 with pseudo-sequence Mamu-B17. The binding affinity (normalized) is 0.350. (4) The peptide sequence is LAKSVFNSL. The MHC is HLA-A68:02 with pseudo-sequence HLA-A68:02. The binding affinity (normalized) is 0. (5) The peptide sequence is FQILHDRFF. The MHC is BoLA-T2b with pseudo-sequence BoLA-T2b. The binding affinity (normalized) is 0.296.